This data is from Peptide-MHC class I binding affinity with 185,985 pairs from IEDB/IMGT. The task is: Regression. Given a peptide amino acid sequence and an MHC pseudo amino acid sequence, predict their binding affinity value. This is MHC class I binding data. (1) The peptide sequence is SGFMPKCSK. The MHC is Mamu-B6601 with pseudo-sequence Mamu-B6601. The binding affinity (normalized) is 1.00. (2) The peptide sequence is RINEEKHEK. The MHC is HLA-A33:01 with pseudo-sequence HLA-A33:01. The binding affinity (normalized) is 0.149. (3) The peptide sequence is FAHELEMLC. The MHC is HLA-A01:01 with pseudo-sequence HLA-A01:01. The binding affinity (normalized) is 0.0847. (4) The peptide sequence is YRLELGDYKL. The MHC is Mamu-A07 with pseudo-sequence Mamu-A07. The binding affinity (normalized) is 0. (5) The peptide sequence is YLPTQQDVL. The binding affinity (normalized) is 0. The MHC is Mamu-A07 with pseudo-sequence Mamu-A07. (6) The peptide sequence is FLLMDALKL. The MHC is HLA-B15:01 with pseudo-sequence HLA-B15:01. The binding affinity (normalized) is 0.0847. (7) The binding affinity (normalized) is 0.134. The peptide sequence is KRWIIMGLNK. The MHC is HLA-A03:01 with pseudo-sequence HLA-A03:01.